Task: Predict which catalyst facilitates the given reaction.. Dataset: Catalyst prediction with 721,799 reactions and 888 catalyst types from USPTO (1) Product: [NH2:4][C:5]1[N:6]=[C:7]2[CH:12]=[C:11]([C:13]3[CH:14]=[C:15]([CH:16]=[CH:17][CH:18]=3)[C:19]([NH:20][CH3:21])=[O:22])[CH:10]=[N:9][N:8]2[C:23]=1[C:31]1[CH:30]=[CH:29][N:28]=[C:27]([Cl:26])[CH:32]=1. The catalyst class is: 628. Reactant: COC(=O)[NH:4][C:5]1[N:6]=[C:7]2[CH:12]=[C:11]([C:13]3[CH:18]=[CH:17][CH:16]=[C:15]([C:19](=[O:22])[NH:20][CH3:21])[CH:14]=3)[CH:10]=[N:9][N:8]2[C:23]=1Br.[Cl:26][C:27]1[CH:32]=[C:31](B(O)O)[CH:30]=[CH:29][N:28]=1.O.C([O-])([O-])=O.[Na+].[Na+]. (2) Reactant: [CH3:1][C:2]1[N:7]([CH2:8][C:9]2[S:10][C:11]([C:14]([F:17])([F:16])[F:15])=[CH:12][CH:13]=2)[C:6](=[O:18])[N:5]=[C:4](SC)[N:3]=1.[CH3:21][O:22][C:23]1[CH:24]=[C:25]2[C:30](=[CH:31][CH:32]=1)[CH2:29][NH:28][CH2:27][CH:26]2[NH2:33]. Product: [NH2:33][CH:26]1[C:25]2[C:30](=[CH:31][CH:32]=[C:23]([O:22][CH3:21])[CH:24]=2)[CH2:29][N:28]([C:4]2[N:3]=[C:2]([CH3:1])[N:7]([CH2:8][C:9]3[S:10][C:11]([C:14]([F:17])([F:16])[F:15])=[CH:12][CH:13]=3)[C:6](=[O:18])[N:5]=2)[CH2:27]1. The catalyst class is: 12. (3) Reactant: [C:1]([C:3]1([CH2:16][CH2:17][OH:18])[CH2:8][CH2:7][N:6]([C:9]([O:11][C:12]([CH3:15])([CH3:14])[CH3:13])=[O:10])[CH2:5][CH2:4]1)#[N:2].C(N(C(C)C)CC)(C)C.[CH3:28][S:29](Cl)(=[O:31])=[O:30]. Product: [C:1]([C:3]1([CH2:16][CH2:17][O:18][S:29]([CH3:28])(=[O:31])=[O:30])[CH2:8][CH2:7][N:6]([C:9]([O:11][C:12]([CH3:13])([CH3:14])[CH3:15])=[O:10])[CH2:5][CH2:4]1)#[N:2]. The catalyst class is: 4. (4) Reactant: [C:1]1([CH:7]2[CH2:12][CH:11]([C:13]([O:15][CH3:16])=[O:14])[CH2:10][CH2:9][NH:8]2)[CH:6]=[CH:5][CH:4]=[CH:3][CH:2]=1.CCN(C(C)C)C(C)C.[C:26](Cl)(=[O:29])[O:27][CH3:28]. Product: [C:1]1([CH:7]2[CH2:12][CH:11]([C:13]([O:15][CH3:16])=[O:14])[CH2:10][CH2:9][N:8]2[C:26]([O:27][CH3:28])=[O:29])[CH:2]=[CH:3][CH:4]=[CH:5][CH:6]=1. The catalyst class is: 2. (5) Reactant: CC1(C)C(C)(C)OB([C:9]2[CH:10]=[N:11][N:12]([C:14]3[CH:15]=[N:16][CH:17]=[CH:18][CH:19]=3)[CH:13]=2)O1.Br[C:22]1[N:27]=[C:26]([S:28]([NH2:31])(=[O:30])=[O:29])[CH:25]=[CH:24][CH:23]=1. Product: [N:16]1[CH:17]=[CH:18][CH:19]=[C:14]([N:12]2[CH:13]=[C:9]([C:22]3[N:27]=[C:26]([S:28]([NH2:31])(=[O:30])=[O:29])[CH:25]=[CH:24][CH:23]=3)[CH:10]=[N:11]2)[CH:15]=1. The catalyst class is: 73. (6) Reactant: CCCCCC.C([Li])CCC.[CH3:12][N:13]1[C:17]([C:18]2[S:19][CH:20]=[CH:21][N:22]=2)=[CH:16][C:15]([C:23]([F:26])([F:25])[F:24])=[N:14]1.Cl[C:28]([O:30][CH2:31][CH3:32])=[O:29]. Product: [CH3:12][N:13]1[C:17]([C:18]2[S:19][C:20]([C:28]([O:30][CH2:31][CH3:32])=[O:29])=[CH:21][N:22]=2)=[CH:16][C:15]([C:23]([F:26])([F:24])[F:25])=[N:14]1. The catalyst class is: 1.